This data is from Forward reaction prediction with 1.9M reactions from USPTO patents (1976-2016). The task is: Predict the product of the given reaction. (1) Given the reactants [C:1]1([C:7]2([C:10]3[N:15]=[C:14]4[S:16][CH:17]=[N:18][C:13]4=[CH:12][CH:11]=3)[CH2:9][CH2:8]2)[CH:6]=[CH:5][CH:4]=[CH:3][CH:2]=1.Br[C:20]1[CH:27]=[CH:26][C:23]([C:24]#[N:25])=[CH:22][C:21]=1[CH3:28].S1C2C=CC=CC=2N=N1, predict the reaction product. The product is: [CH3:28][C:21]1[CH:22]=[C:23]([CH:26]=[CH:27][C:20]=1[C:17]1[S:16][C:14]2[C:13]([N:18]=1)=[CH:12][CH:11]=[C:10]([C:7]1([C:1]3[CH:6]=[CH:5][CH:4]=[CH:3][CH:2]=3)[CH2:8][CH2:9]1)[N:15]=2)[C:24]#[N:25]. (2) Given the reactants [F:1][C:2]([F:25])([F:24])[C:3]1[CH:23]=[CH:22][C:6]([C:7]([C:9]2[N:13]([CH3:14])[C:12]([CH2:15][C:16]([O:18]CC)=[O:17])=[CH:11][C:10]=2[CH3:21])=[O:8])=[CH:5][CH:4]=1.C(I)CC, predict the reaction product. The product is: [CH2:15]([C:12]1[N:13]([CH3:14])[C:9]([C:7](=[O:8])[C:6]2[CH:22]=[CH:23][C:3]([C:2]([F:24])([F:25])[F:1])=[CH:4][CH:5]=2)=[C:10]([CH3:21])[CH:11]=1)[CH3:16].[CH2:12]([CH2:15][C:16]([O-:18])=[O:17])[CH2:11][CH3:10]. (3) The product is: [O:18]1[CH2:19][CH2:20][CH2:21][CH2:22][CH:17]1[O:16][CH2:15][CH2:14][O:13][CH:11]1[CH2:12][CH:9]([NH2:8])[CH2:10]1. Given the reactants C([N:8](CC1C=CC=CC=1)[CH:9]1[CH2:12][CH:11]([O:13][CH2:14][CH2:15][O:16][CH:17]2[CH2:22][CH2:21][CH2:20][CH2:19][O:18]2)[CH2:10]1)C1C=CC=CC=1, predict the reaction product. (4) Given the reactants [CH3:1][C:2]1[C:8](=[O:9])[C:7]([O:10][CH3:11])=[C:6]([O:12][CH3:13])[C:4](=[O:5])[C:3]=1[CH2:14]/[CH:15]=[C:16](/[CH2:18][CH2:19]/[CH:20]=[C:21](/[CH2:23][CH2:24]/[CH:25]=[C:26](/[CH2:28][CH2:29]/[CH:30]=[C:31](/[CH2:33][CH2:34]/[CH:35]=[C:36](/[CH2:38][CH2:39]/[CH:40]=[C:41](/[CH2:43][CH2:44]/[CH:45]=[C:46](/[CH2:48][CH2:49]/[CH:50]=[C:51](/[CH2:53][CH2:54]/[CH:55]=[C:56](/[CH2:58][CH2:59][CH:60]=[C:61]([CH3:63])[CH3:62])\[CH3:57])\[CH3:52])\[CH3:47])\[CH3:42])\[CH3:37])\[CH3:32])\[CH3:27])\[CH3:22])\[CH3:17].[CH2:64]([OH:150])[C@H:65]1[O:70][C@@H:69]2[O:71][C@H:72]3[C@H:77]([OH:78])[C@@H:76]([OH:79])[C@@H:75]([O:80][C@H:81]4[C@H:86]([OH:87])[C@@H:85]([OH:88])[C@@H:84]([O:89][C@H:90]5[C@H:95]([OH:96])[C@@H:94]([OH:97])[CH:93]([O:98][CH:99]6[C@H:104]([OH:105])[C@@H:103]([OH:106])[CH:102]([CH:107]7[C@H:112]([OH:113])[C@@H:111]([OH:114])[CH:110]([O:115][C@H:116]8[C@H:121]([OH:122])[C@@H:120]([OH:123])[C@@H:119]([O:124][C@H:125]9[C@H:131]([OH:132])[C@@H:130]([OH:133])[C@@H:128]([O:129][C@H:66]1[C@H:67]([OH:149])[C@H:68]2[OH:148])[O:127][C@@H:126]9[CH2:134][OH:135])[O:118][C@@H:117]8[CH2:136][OH:137])[O:109][C@@H:108]7[CH2:138][OH:139])[O:101][C@@H:100]6[CH2:140][OH:141])[O:92][C@@H:91]5[CH2:142][OH:143])[O:83][C@@H:82]4[CH2:144][OH:145])[O:74][C@@H:73]3[CH2:146][OH:147].[NH2:151][CH2:152][C:153]([OH:155])=[O:154], predict the reaction product. The product is: [CH3:1][C:2]1[C:8](=[O:9])[C:7]([O:10][CH3:11])=[C:6]([O:12][CH3:13])[C:4](=[O:5])[C:3]=1[CH2:14]/[CH:15]=[C:16](/[CH2:18][CH2:19]/[CH:20]=[C:21](/[CH2:23][CH2:24]/[CH:25]=[C:26](/[CH2:28][CH2:29]/[CH:30]=[C:31](/[CH2:33][CH2:34]/[CH:35]=[C:36](/[CH2:38][CH2:39]/[CH:40]=[C:41](/[CH2:43][CH2:44]/[CH:45]=[C:46](/[CH2:48][CH2:49]/[CH:50]=[C:51](/[CH2:53][CH2:54]/[CH:55]=[C:56](/[CH2:58][CH2:59][CH:60]=[C:61]([CH3:63])[CH3:62])\[CH3:57])\[CH3:52])\[CH3:47])\[CH3:42])\[CH3:37])\[CH3:32])\[CH3:27])\[CH3:22])\[CH3:17].[CH2:64]([OH:150])[C@H:65]1[O:70][C@@H:69]2[O:71][C@H:72]3[C@H:77]([OH:78])[C@@H:76]([OH:79])[C@@H:75]([O:80][C@H:81]4[C@H:86]([OH:87])[C@@H:85]([OH:88])[C@@H:84]([O:89][C@H:90]5[C@H:95]([OH:96])[C@@H:94]([OH:97])[CH:93]([O:98][CH:99]6[C@H:104]([OH:105])[C@@H:103]([OH:106])[CH:102]([CH:107]7[C@H:112]([OH:113])[C@@H:111]([OH:114])[CH:110]([O:115][C@H:116]8[C@H:121]([OH:122])[C@@H:120]([OH:123])[C@@H:119]([O:124][C@H:125]9[C@H:131]([OH:132])[C@@H:130]([OH:133])[C@@H:128]([O:129][C@H:66]1[C@H:67]([OH:149])[C@H:68]2[OH:148])[O:127][C@@H:126]9[CH2:134][OH:135])[O:118][C@@H:117]8[CH2:136][OH:137])[O:109][C@@H:108]7[CH2:138][OH:139])[O:101][C@@H:100]6[CH2:140][OH:141])[O:92][C@@H:91]5[CH2:142][OH:143])[O:83][C@@H:82]4[CH2:144][OH:145])[O:74][C@@H:73]3[CH2:146][OH:147].[NH2:151][CH2:152][C:153]([OH:155])=[O:154].[CH3:1][C:2]1[C:8](=[O:9])[C:7]([O:10][CH3:11])=[C:6]([O:12][CH3:13])[C:4](=[O:5])[C:3]=1[CH2:14]/[CH:15]=[C:16](/[CH2:18][CH2:19]/[CH:20]=[C:21](/[CH2:23][CH2:24]/[CH:25]=[C:26](/[CH2:28][CH2:29]/[CH:30]=[C:31](/[CH2:33][CH2:34]/[CH:35]=[C:36](/[CH2:38][CH2:39]/[CH:40]=[C:41](/[CH2:43][CH2:44]/[CH:45]=[C:46](/[CH2:48][CH2:49]/[CH:50]=[C:51](/[CH2:53][CH2:54]/[CH:55]=[C:56](/[CH2:58][CH2:59][CH:60]=[C:61]([CH3:63])[CH3:62])\[CH3:57])\[CH3:52])\[CH3:47])\[CH3:42])\[CH3:37])\[CH3:32])\[CH3:27])\[CH3:22])\[CH3:17]. (5) Given the reactants [Cl:1][C:2]1[C:10]2[NH:9][C:8](=O)[N:7]([CH3:12])[C:6]=2[C:5]([CH:13]([CH2:16][CH3:17])[CH2:14][CH3:15])=[CH:4][CH:3]=1.P(Cl)(Cl)([Cl:20])=O, predict the reaction product. The product is: [Cl:20][C:8]1[N:7]([CH3:12])[C:6]2[C:5]([CH:13]([CH2:16][CH3:17])[CH2:14][CH3:15])=[CH:4][CH:3]=[C:2]([Cl:1])[C:10]=2[N:9]=1.